This data is from Reaction yield outcomes from USPTO patents with 853,638 reactions. The task is: Predict the reaction yield, written as a fraction of the theoretical maximum amount of product (1.0 means a 100% yield; for example, 0.34 means a 34% yield). (1) The reactants are [NH2:1][C:2]1([C:15]([O-:17])=[O:16])[CH2:7][CH2:6][N:5]([C:8]([O:10][C:11]([CH3:14])([CH3:13])[CH3:12])=[O:9])[CH2:4][CH2:3]1.[CH:18](N(C(C)C)CC)(C)C.C[Si](C=[N+]=[N-])(C)C. The catalyst is C(#N)C.CO. The product is [NH2:1][C:2]1([C:15]([O:17][CH3:18])=[O:16])[CH2:7][CH2:6][N:5]([C:8]([O:10][C:11]([CH3:12])([CH3:13])[CH3:14])=[O:9])[CH2:4][CH2:3]1. The yield is 0.760. (2) The reactants are [CH2:1]([O:3][C:4]([C:6]1[O:7][C:8]2[CH:15]=[CH:14][CH:13]=[C:12]([C:16]#[N:17])[C:9]=2[C:10]=1[CH3:11])=[O:5])[CH3:2].C([O-])([O-])=[O:19].[Na+].[Na+].OO. The catalyst is C(O)C.CS(C)=O. The product is [CH2:1]([O:3][C:4]([C:6]1[O:7][C:8]2[CH:15]=[CH:14][CH:13]=[C:12]([C:16](=[O:19])[NH2:17])[C:9]=2[C:10]=1[CH3:11])=[O:5])[CH3:2]. The yield is 1.00. (3) The reactants are O=[C:2]([N:15]1[CH2:20][CH2:19][NH:18][CH2:17][CH2:16]1)[CH2:3][CH2:4][C:5]1[C:13]2[C:12](=O)[CH2:11][CH2:10][CH2:9][C:8]=2[NH:7][CH:6]=1.[H-].[Al+3].[Li+].[H-].[H-].[H-].ClCCl.CO.N. The catalyst is O1CCOCC1.O1CCCC1. The product is [N:15]1([CH2:2][CH2:3][CH2:4][C:5]2[C:13]3[CH2:12][CH2:11][CH2:10][CH2:9][C:8]=3[NH:7][CH:6]=2)[CH2:20][CH2:19][NH:18][CH2:17][CH2:16]1. The yield is 0.790. (4) The reactants are [Cl:1][C:2]1[CH:7]=[C:6]([Cl:8])[CH:5]=[CH:4][C:3]=1[C:9]1[N:10]([C:20]2[CH:25]=[CH:24][C:23]([O:26][CH2:27][CH2:28][C:29]([F:32])([F:31])[F:30])=[CH:22][CH:21]=2)[C:11]([CH3:19])=[C:12]([C:14]([O:16]CC)=[O:15])[N:13]=1.[OH-].[K+]. The catalyst is C1COCC1.CCO.O. The product is [Cl:1][C:2]1[CH:7]=[C:6]([Cl:8])[CH:5]=[CH:4][C:3]=1[C:9]1[N:10]([C:20]2[CH:21]=[CH:22][C:23]([O:26][CH2:27][CH2:28][C:29]([F:31])([F:32])[F:30])=[CH:24][CH:25]=2)[C:11]([CH3:19])=[C:12]([C:14]([OH:16])=[O:15])[N:13]=1. The yield is 0.900. (5) The product is [Br:14][C:11]1[CH:10]=[CH:9][C:8]([OH:13])=[C:7]([O:6][CH:1]2[CH2:5][CH2:4][CH2:3][CH2:2]2)[CH:12]=1. The catalyst is C(Cl)Cl. The yield is 0.320. The reactants are [CH:1]1([O:6][C:7]2[CH:12]=[CH:11][CH:10]=[CH:9][C:8]=2[OH:13])[CH2:5][CH2:4][CH2:3][CH2:2]1.[Br:14]Br.